Dataset: Peptide-MHC class II binding affinity with 134,281 pairs from IEDB. Task: Regression. Given a peptide amino acid sequence and an MHC pseudo amino acid sequence, predict their binding affinity value. This is MHC class II binding data. (1) The peptide sequence is DEHIILYLVNFDKDR. The MHC is DRB1_0901 with pseudo-sequence DRB1_0901. The binding affinity (normalized) is 0.294. (2) The peptide sequence is YYKFLANVSTVLTGK. The MHC is DRB1_1101 with pseudo-sequence DRB1_1101. The binding affinity (normalized) is 0.713. (3) The peptide sequence is APILDGDNLFPKV. The MHC is HLA-DQA10501-DQB10201 with pseudo-sequence HLA-DQA10501-DQB10201. The binding affinity (normalized) is 0.461. (4) The peptide sequence is SELYLYKVVKIEPLGVAP. The MHC is DRB1_0301 with pseudo-sequence DRB1_0301. The binding affinity (normalized) is 0.376. (5) The peptide sequence is KVGMQKYSTLQGPPG. The MHC is DRB1_0101 with pseudo-sequence DRB1_0101. The binding affinity (normalized) is 0.760. (6) The peptide sequence is WITQCFLPVFLAQPPSGQRR. The MHC is HLA-DQA10301-DQB10302 with pseudo-sequence HLA-DQA10301-DQB10302. The binding affinity (normalized) is 0.331. (7) The peptide sequence is CADARMYGVLPWNAFPGKVC. The MHC is H-2-IAs with pseudo-sequence H-2-IAs. The binding affinity (normalized) is 0.0454. (8) The peptide sequence is NVKYLVIVFLIFFDL. The MHC is DRB1_0901 with pseudo-sequence DRB1_0901. The binding affinity (normalized) is 0. (9) The peptide sequence is SQHLELSWNLNGLQAY. The MHC is HLA-DQA10101-DQB10501 with pseudo-sequence HLA-DQA10101-DQB10501. The binding affinity (normalized) is 0.598. (10) The peptide sequence is VTLEADVILPIGTRS. The MHC is DRB3_0301 with pseudo-sequence DRB3_0301. The binding affinity (normalized) is 0.851.